Dataset: Experimentally validated miRNA-target interactions with 360,000+ pairs, plus equal number of negative samples. Task: Binary Classification. Given a miRNA mature sequence and a target amino acid sequence, predict their likelihood of interaction. (1) The miRNA is mmu-miR-7214-5p with sequence UGUUUUCUGGGUUGGAAUGAGAA. The protein sequence of the target gene is MSNFYEERTTMIAARDLQEFVPFGRDHCKHHPNALNLQLRQLQPASELWSSDGAAGLVGSLQEVTIHEKQKESWQLRKGVSEIGEDVDYDEELYVAGNMVIWSKGSKSQALAVYKAFTVDSPVQQALWCDFIISQDKSEKAYSSNEVEKCICILQSSCINMHSIEGKDYIASLPFQVANVWPTKYGLLFERSASSHEVPPGSPREPLPTMFSMLHPLDEITPLVCKSGSLFGSSRVQYVVDHAMKIVFLNTDPSIVMTYDAVQNVHSVWTLRRVKSEEENVVLKFSEQGGTPQNVATSSS.... Result: 0 (no interaction). (2) The miRNA is hsa-miR-652-3p with sequence AAUGGCGCCACUAGGGUUGUG. The protein sequence of the target gene is MGDLKSGFEEVDGVRLGYLIIKGKQMFALSQVFTDLLKNIPRTTVHKRMDHLKVKKHHCDLEELRKLKAINSIAFHAAKCTLISREDVEALYTSCKTERVLKTKRRRVGRALATKAPPPERAAAASPRPAFWKDKHQLWRGLSGAARPLPISAQSQRPGAAAARPAAHLPQIFSKYPGSHYPEIVRSPCKSSLNYETAQLQGNYVAFHSDPAYFRSLLCSKHPAAAGATCLERFHLVNSFCPPPHHHHHHHHHHHHHHHRAQQPTPSHHPSHHHRPQPHLGSFPESCSSDSESSSYSDHA.... Result: 0 (no interaction).